From a dataset of CYP3A4 inhibition data for predicting drug metabolism from PubChem BioAssay. Regression/Classification. Given a drug SMILES string, predict its absorption, distribution, metabolism, or excretion properties. Task type varies by dataset: regression for continuous measurements (e.g., permeability, clearance, half-life) or binary classification for categorical outcomes (e.g., BBB penetration, CYP inhibition). Dataset: cyp3a4_veith. (1) The compound is N#Cc1ccc(CN2CC[C@@]3(CCCN(C(=O)c4cc(C(F)(F)F)cc(C(F)(F)F)c4)C3)C2)cc1. The result is 1 (inhibitor). (2) The drug is O=C(NNC(=O)c1ccccc1)C(=O)N1CCCCC1. The result is 0 (non-inhibitor). (3) The compound is c1ccc2c(NC3CC3)nc(-c3ccoc3)nc2c1. The result is 1 (inhibitor). (4) The compound is CCCN(CCC)[C@@H]1CCc2c(OC)cccc2[C@@H]1C. The result is 0 (non-inhibitor). (5) The molecule is COC(=O)c1cccc(-n2[nH]nnc2=S)c1. The result is 0 (non-inhibitor). (6) The compound is Oc1c(C(O)(c2ccccc2)c2ccc3ccccc3c2O)ccc2ccccc12. The result is 0 (non-inhibitor). (7) The molecule is C[C@H]1CCC/C=C\[C@H]2C[C@@H](O)C[C@]2(O)C/C=C\C(=O)O1. The result is 0 (non-inhibitor). (8) The compound is O=C1C2[C@@H](c3ccccc3)N[C@@H](c3ccccc3)C1[C@H](c1ccccc1)N[C@H]2c1ccccc1. The result is 0 (non-inhibitor). (9) The molecule is CC(C)NCC[C@@H](O)c1cc2ccccc2o1. The result is 0 (non-inhibitor). (10) The result is 1 (inhibitor). The drug is FC(F)Sc1ccc(N=C2NN=C(c3ccc4c(c3)OCCO4)CS2)cc1.